This data is from Forward reaction prediction with 1.9M reactions from USPTO patents (1976-2016). The task is: Predict the product of the given reaction. (1) Given the reactants [CH3:1][O:2][C:3]1[CH:10]=[CH:9][C:6](NC)=[CH:5][CH:4]=1.[CH2:11]([N:13]([CH:17](C)C)C(C)C)C.ClC(Cl)([O:23]C(=O)OC(Cl)(Cl)Cl)Cl.Cl.[CH3:33][O:34][C:35]1[CH:36]=[C:37]([C:41]([CH:43]2[CH2:48][CH2:47][NH:46][CH2:45][CH2:44]2)=[O:42])[CH:38]=[CH:39][CH:40]=1, predict the reaction product. The product is: [CH3:1][O:2][C:3]1[CH:4]=[CH:5][C:6]([CH2:17][NH:13][C:11]([N:46]2[CH2:47][CH2:48][CH:43]([C:41](=[O:42])[C:37]3[CH:38]=[CH:39][CH:40]=[C:35]([O:34][CH3:33])[CH:36]=3)[CH2:44][CH2:45]2)=[O:23])=[CH:9][CH:10]=1. (2) Given the reactants [Br:1][C:2]1[C:3](Cl)=[N:4][CH:5]=[C:6]([CH:21]=1)[C:7]([NH:9][C:10]1[CH:15]=[CH:14][C:13]([O:16][C:17]([F:20])([F:19])[F:18])=[CH:12][CH:11]=1)=[O:8].[NH:23]1[CH2:27][CH2:26][C@H:25]([OH:28])[CH2:24]1, predict the reaction product. The product is: [Br:1][C:2]1[C:3]([N:23]2[CH2:27][CH2:26][C@H:25]([OH:28])[CH2:24]2)=[N:4][CH:5]=[C:6]([CH:21]=1)[C:7]([NH:9][C:10]1[CH:15]=[CH:14][C:13]([O:16][C:17]([F:20])([F:19])[F:18])=[CH:12][CH:11]=1)=[O:8]. (3) Given the reactants C(OC([NH:8][CH:9]([C:35]1[CH:40]=[CH:39][CH:38]=[CH:37][CH:36]=1)[C:10]([O:12][C:13]1[CH:14]=[N:15][C:16](/[CH:19]=[C:20]2\[NH:21][C:22](=[O:34])/[C:23](=[CH:27]/[C:28]3[CH:33]=[CH:32][CH:31]=[CH:30][CH:29]=3)/[NH:24][C:25]\2=[O:26])=[CH:17][CH:18]=1)=[O:11])=O)(C)(C)C.[F:41][C:42]([F:47])([F:46])[C:43]([OH:45])=[O:44], predict the reaction product. The product is: [F:41][C:42]([F:47])([F:46])[C:43]([O-:45])=[O:44].[CH:27](=[C:23]1/[NH:24][C:25](=[O:26])/[C:20](=[CH:19]/[C:16]2[N:15]=[CH:14][C:13]([O:12][C:10](=[O:11])[CH:9]([C:35]3[CH:40]=[CH:39][CH:38]=[CH:37][CH:36]=3)[NH3+:8])=[CH:18][CH:17]=2)/[NH:21][C:22]/1=[O:34])/[C:28]1[CH:33]=[CH:32][CH:31]=[CH:30][CH:29]=1. (4) Given the reactants [Cl:1][C:2]1[N:9]=[C:8]([C:10]2[CH:15]=[CH:14][C:13]([CH3:16])=[CH:12][CH:11]=2)[C:7]([C:17]2[CH:22]=[CH:21][CH:20]=[CH:19][CH:18]=2)=[CH:6][C:3]=1[C:4]#[N:5].C1C(=O)N(Br)C(=O)C1.C(OOC(=O)C1C=CC=CC=1)(=O)C1C=CC=CC=1.[NH:49]1[CH2:54][CH2:53][CH:52]([N:55]2[C:59]3=[N:60][CH:61]=[N:62][C:63]([NH2:64])=[C:58]3[CH:57]=[N:56]2)[CH2:51][CH2:50]1.C(N(C(C)C)CC)(C)C, predict the reaction product. The product is: [NH2:64][C:63]1[N:62]=[CH:61][N:60]=[C:59]2[N:55]([CH:52]3[CH2:53][CH2:54][N:49]([CH2:16][C:13]4[CH:14]=[CH:15][C:10]([C:8]5[C:7]([C:17]6[CH:22]=[CH:21][CH:20]=[CH:19][CH:18]=6)=[CH:6][C:3]([C:4]#[N:5])=[C:2]([Cl:1])[N:9]=5)=[CH:11][CH:12]=4)[CH2:50][CH2:51]3)[N:56]=[CH:57][C:58]=12.